From a dataset of Reaction yield outcomes from USPTO patents with 853,638 reactions. Predict the reaction yield, written as a fraction of the theoretical maximum amount of product (1.0 means a 100% yield; for example, 0.34 means a 34% yield). The reactants are [F:1][C:2]1[CH:22]=[C:21]([S:23]([CH3:26])(=[O:25])=[O:24])[CH:20]=[CH:19][C:3]=1[O:4][C:5]1[C:10]([CH3:11])=[C:9]([O:12][CH:13]2[CH2:18][CH2:17][NH:16][CH2:15][CH2:14]2)[N:8]=[CH:7][N:6]=1.[CH2:27]([O:29][CH2:30][C:31](O)=[O:32])[CH3:28].CN(C(ON1N=NC2C=CC=NC1=2)=[N+](C)C)C.F[P-](F)(F)(F)(F)F. The catalyst is C1COCC1. The product is [CH2:27]([O:29][CH2:30][C:31]([N:16]1[CH2:17][CH2:18][CH:13]([O:12][C:9]2[C:10]([CH3:11])=[C:5]([O:4][C:3]3[CH:19]=[CH:20][C:21]([S:23]([CH3:26])(=[O:24])=[O:25])=[CH:22][C:2]=3[F:1])[N:6]=[CH:7][N:8]=2)[CH2:14][CH2:15]1)=[O:32])[CH3:28]. The yield is 0.590.